From a dataset of Reaction yield outcomes from USPTO patents with 853,638 reactions. Predict the reaction yield, written as a fraction of the theoretical maximum amount of product (1.0 means a 100% yield; for example, 0.34 means a 34% yield). (1) The reactants are Br[C:2]([F:9])([F:8])[C:3]([O:5][CH2:6][CH3:7])=[O:4].Br[C:11]1[CH:16]=[CH:15][C:14]([CH3:17])=[CH:13][N:12]=1. The catalyst is CS(C)=O. The product is [CH2:6]([O:5][C:3](=[O:4])[C:2]([F:9])([F:8])[C:11]1[CH:16]=[CH:15][C:14]([CH3:17])=[CH:13][N:12]=1)[CH3:7]. The yield is 0.560. (2) The reactants are [C:1]([OH:12])(=[O:11])[C:2]1[CH:10]=[CH:9][CH:8]=[C:4]([C:5]([OH:7])=[O:6])[CH:3]=1.[Br:13]N1C(=O)CCC1=O. The catalyst is OS(O)(=O)=O. The product is [Br:13][C:9]1[CH:10]=[C:2]([C:1]([OH:12])=[O:11])[CH:3]=[C:4]([CH:8]=1)[C:5]([OH:7])=[O:6]. The yield is 0.200. (3) The reactants are [CH3:1][O:2][C:3](=[O:15])[C:4]1[CH:9]=[C:8]([NH2:10])[C:7]([NH:11][CH3:12])=[C:6]([Cl:13])[C:5]=1[NH2:14].Cl.[CH:17]1(C(N)=N)[CH2:19][CH2:18]1.[CH3:23]CO. No catalyst specified. The product is [CH3:1][O:2][C:3]([C:4]1[C:5]([NH2:14])=[C:6]([Cl:13])[C:7]2[N:11]([CH3:23])[C:12]([CH:17]3[CH2:19][CH2:18]3)=[N:10][C:8]=2[CH:9]=1)=[O:15]. The yield is 0.100. (4) The reactants are [NH2:1][C:2]1[C:10]2[C:9]([C:11]3[CH:16]=[CH:15][CH:14]=[C:13]([NH:17][C:18]([NH:20][C:21]4[CH:26]=[CH:25][C:24]([C:27]([F:30])([F:29])[F:28])=[CH:23][CH:22]=4)=[O:19])[CH:12]=3)=[N:8][C:7]([S:31][CH3:32])=[N:6][C:5]=2[S:4][C:3]=1[C:33]([NH2:35])=[O:34].ClC1C=C(C=CC=1)C(OO)=[O:41]. The catalyst is C1COCC1.CCOC(C)=O.S(=O)(O)[O-].[Na+]. The product is [NH2:1][C:2]1[C:10]2[C:9]([C:11]3[CH:16]=[CH:15][CH:14]=[C:13]([NH:17][C:18]([NH:20][C:21]4[CH:22]=[CH:23][C:24]([C:27]([F:29])([F:30])[F:28])=[CH:25][CH:26]=4)=[O:19])[CH:12]=3)=[N:8][C:7]([S:31]([CH3:32])=[O:41])=[N:6][C:5]=2[S:4][C:3]=1[C:33]([NH2:35])=[O:34]. The yield is 0.890. (5) The reactants are [F:1][C:2]1[CH:7]=[CH:6][C:5]([C:8]2[O:9][CH:10]=[C:11]([CH:13]([CH3:16])[CH2:14][NH2:15])[N:12]=2)=[CH:4][CH:3]=1.[F:17][C:18]([F:34])([F:33])[C:19]1[O:23][N:22]=[C:21]([C:24]2[CH:25]=[C:26]([CH:30]=[CH:31][CH:32]=2)[C:27](O)=[O:28])[N:20]=1. The product is [F:1][C:2]1[CH:3]=[CH:4][C:5]([C:8]2[O:9][CH:10]=[C:11]([CH:13]([CH3:16])[CH2:14][NH:15][C:27](=[O:28])[C:26]3[CH:30]=[CH:31][CH:32]=[C:24]([C:21]4[N:20]=[C:19]([C:18]([F:34])([F:33])[F:17])[O:23][N:22]=4)[CH:25]=3)[N:12]=2)=[CH:6][CH:7]=1. The yield is 0.360. No catalyst specified. (6) The reactants are [CH3:1][N:2]1[C:10]2[C:5](=[CH:6][CH:7]=[CH:8][CH:9]=2)[C:4]([CH3:11])=[C:3]1[CH:12]=O.CN.CO.CC(O)=O.[C:22]([BH3-])#[N:23].[Na+]. No catalyst specified. The product is [CH3:1][N:2]1[C:10]2[C:5](=[CH:6][CH:7]=[CH:8][CH:9]=2)[C:4]([CH3:11])=[C:3]1[CH2:12][NH:23][CH3:22]. The yield is 0.520.